Dataset: Catalyst prediction with 721,799 reactions and 888 catalyst types from USPTO. Task: Predict which catalyst facilitates the given reaction. (1) Reactant: Cl[C:2]1[N:10]=[C:9]2[C:5]([NH:6][CH:7]([CH2:12][N:13]3[CH2:18][CH2:17][CH:16]([N:19]([CH3:21])[CH3:20])[CH2:15][CH2:14]3)[N:8]2[CH3:11])=[C:4]([N:22]2[CH2:27][CH2:26][O:25][CH2:24][CH2:23]2)[N:3]=1.[CH2:28]([C:30]1[NH:34][C:33]2[CH:35]=[CH:36][CH:37]=[CH:38][C:32]=2[N:31]=1)[CH3:29].CC(C1C=C(C(C)C)C(C2C=CC=CC=2P(C2CCCCC2)C2CCCCC2)=C(C(C)C)C=1)C.C(=O)([O-])[O-].[Cs+].[Cs+].CN(C)C=O. Product: [CH2:28]([C:30]1[N:31]([C:2]2[N:10]=[C:9]3[C:5]([N:6]=[C:7]([CH2:12][N:13]4[CH2:14][CH2:15][CH:16]([N:19]([CH3:21])[CH3:20])[CH2:17][CH2:18]4)[N:8]3[CH3:11])=[C:4]([N:22]3[CH2:23][CH2:24][O:25][CH2:26][CH2:27]3)[N:3]=2)[C:32]2[CH:38]=[CH:37][CH:36]=[CH:35][C:33]=2[N:34]=1)[CH3:29]. The catalyst class is: 110. (2) Reactant: C([O:3][P:4]([CH2:9][NH:10][S:11]([C:14]1[S:15][C:16]2[C:22]([Cl:23])=[C:21]([O:24][CH2:25][CH2:26][Cl:27])[C:20]([O:28][CH2:29][CH2:30][Cl:31])=[C:19]([Cl:32])[C:17]=2[CH:18]=1)(=[O:13])=[O:12])(=[O:8])[O:5]CC)C.C[Si](Br)(C)C. Product: [Cl:32][C:19]1[C:17]2[CH:18]=[C:14]([S:11]([NH:10][CH2:9][P:4](=[O:3])([OH:5])[OH:8])(=[O:13])=[O:12])[S:15][C:16]=2[C:22]([Cl:23])=[C:21]([O:24][CH2:25][CH2:26][Cl:27])[C:20]=1[O:28][CH2:29][CH2:30][Cl:31]. The catalyst class is: 98. (3) Reactant: [Cl:1][C:2]1[CH:14]=[CH:13][C:5]([C:6]([N:8]([CH2:11][CH3:12])[CH2:9][CH3:10])=[O:7])=[CH:4][N:3]=1.[Cl:15][C:16]1[CH:22]=[CH:21][C:19]([NH2:20])=[CH:18][CH:17]=1.C(O)(=O)C. Product: [ClH:1].[Cl:15][C:16]1[CH:22]=[CH:21][C:19]([NH:20][C:2]2[CH:14]=[CH:13][C:5]([C:6]([N:8]([CH2:11][CH3:12])[CH2:9][CH3:10])=[O:7])=[CH:4][N:3]=2)=[CH:18][CH:17]=1. The catalyst class is: 6. (4) Reactant: [Al+3].[Cl-].[Cl-].[Cl-].[C:5]1(=[O:15])[C:14]2[C:9](=[CH:10][CH:11]=[CH:12][CH:13]=2)[CH2:8][CH2:7][CH2:6]1.[Br:16]Br.Cl. Product: [Br:16][C:10]1[CH:11]=[CH:12][CH:13]=[C:14]2[C:9]=1[CH2:8][CH2:7][CH2:6][C:5]2=[O:15]. The catalyst class is: 581. (5) Reactant: [F:1][C:2]1[C:21]([O:22][CH3:23])=[CH:20][C:19]([O:24][CH3:25])=[C:18]([F:26])[C:3]=1[CH2:4][O:5][C:6]1[CH:7]=[N:8][C:9]([NH:12][C:13]2[CH:14]=[N:15][NH:16][CH:17]=2)=[N:10][CH:11]=1.C(=O)([O-])[O-].[K+].[K+].CN(C)C=O.Br[CH2:39][C:40]([O:42][CH2:43][CH3:44])=[O:41]. Product: [F:26][C:18]1[C:19]([O:24][CH3:25])=[CH:20][C:21]([O:22][CH3:23])=[C:2]([F:1])[C:3]=1[CH2:4][O:5][C:6]1[CH:11]=[N:10][C:9]([NH:12][C:13]2[CH:17]=[N:16][N:15]([CH2:39][C:40]([O:42][CH2:43][CH3:44])=[O:41])[CH:14]=2)=[N:8][CH:7]=1. The catalyst class is: 6.